From a dataset of Full USPTO retrosynthesis dataset with 1.9M reactions from patents (1976-2016). Predict the reactants needed to synthesize the given product. (1) Given the product [C:12]([O:11][C:9]([N:16]1[CH2:21][CH2:20][CH:19]([C:22]([OH:24])=[O:23])[CH2:18][CH2:17]1)=[O:10])([CH3:13])([CH3:14])[CH3:15], predict the reactants needed to synthesize it. The reactants are: [C:9](O[C:9]([O:11][C:12]([CH3:15])([CH3:14])[CH3:13])=[O:10])([O:11][C:12]([CH3:15])([CH3:14])[CH3:13])=[O:10].[NH:16]1[CH2:21][CH2:20][CH:19]([C:22]([OH:24])=[O:23])[CH2:18][CH2:17]1. (2) Given the product [CH2:1]([N:8]([CH2:20][CH:21]=[O:22])[C:9]([CH:11]1[C:14]2[CH:15]=[C:16]([Cl:19])[CH:17]=[CH:18][C:13]=2[CH2:12]1)=[O:10])[C:2]1[CH:7]=[CH:6][CH:5]=[CH:4][CH:3]=1, predict the reactants needed to synthesize it. The reactants are: [CH2:1]([N:8]([CH2:20][CH2:21][OH:22])[C:9]([CH:11]1[C:14]2[CH:15]=[C:16]([Cl:19])[CH:17]=[CH:18][C:13]=2[CH2:12]1)=[O:10])[C:2]1[CH:7]=[CH:6][CH:5]=[CH:4][CH:3]=1.CC(OI1(OC(C)=O)(OC(C)=O)OC(=O)C2C=CC=CC1=2)=O.C([O-])(O)=O.[Na+].